This data is from Reaction yield outcomes from USPTO patents with 853,638 reactions. The task is: Predict the reaction yield, written as a fraction of the theoretical maximum amount of product (1.0 means a 100% yield; for example, 0.34 means a 34% yield). (1) The reactants are CCN(C(C)C)C(C)C.Cl[C:11]1[CH:12]=[CH:13][C:14]2[N:15]([C:17]([C:20]([F:23])([F:22])[F:21])=[N:18][N:19]=2)[N:16]=1.[NH:24]1[CH2:29][CH2:28][CH:27]([C:30]2[CH:39]=[CH:38][C:33]([C:34]([O:36][CH3:37])=[O:35])=[CH:32][CH:31]=2)[CH2:26][CH2:25]1.O. The catalyst is CC(N(C)C)=O. The product is [F:21][C:20]([F:23])([F:22])[C:17]1[N:15]2[N:16]=[C:11]([N:24]3[CH2:29][CH2:28][CH:27]([C:30]4[CH:39]=[CH:38][C:33]([C:34]([O:36][CH3:37])=[O:35])=[CH:32][CH:31]=4)[CH2:26][CH2:25]3)[CH:12]=[CH:13][C:14]2=[N:19][N:18]=1. The yield is 0.930. (2) The reactants are Cl[C:2]1[C:3]2[CH:13]=[CH:12][C:11](=[O:14])[N:10]([C:15]3[C:20]([F:21])=[CH:19][CH:18]=[CH:17][C:16]=3[F:22])[C:4]=2[N:5]=[C:6]([S:8][CH3:9])[N:7]=1.[CH3:23][C:24]1[CH:32]=[CH:31][C:27]([C:28]([OH:30])=[O:29])=[CH:26][C:25]=1B1OC(C)(C)C(C)(C)O1.C([O-])([O-])=O.[K+].[K+]. The catalyst is COCCOC.O.C1C=CC([P]([Pd]([P](C2C=CC=CC=2)(C2C=CC=CC=2)C2C=CC=CC=2)([P](C2C=CC=CC=2)(C2C=CC=CC=2)C2C=CC=CC=2)[P](C2C=CC=CC=2)(C2C=CC=CC=2)C2C=CC=CC=2)(C2C=CC=CC=2)C2C=CC=CC=2)=CC=1. The product is [F:22][C:16]1[CH:17]=[CH:18][CH:19]=[C:20]([F:21])[C:15]=1[N:10]1[C:4]2[N:5]=[C:6]([S:8][CH3:9])[N:7]=[C:2]([C:25]3[CH:26]=[C:27]([CH:31]=[CH:32][C:24]=3[CH3:23])[C:28]([OH:30])=[O:29])[C:3]=2[CH:13]=[CH:12][C:11]1=[O:14]. The yield is 0.980. (3) The catalyst is [Cu]. The product is [CH3:15][C:16]1[CH:17]=[C:18]([NH:19][C:2]2[CH:7]=[CH:6][C:5]([C:8]3[CH:13]=[CH:12][C:11]([NH:19][C:18]4[CH:20]=[CH:21][CH:22]=[C:16]([CH3:15])[CH:17]=4)=[CH:10][CH:9]=3)=[CH:4][CH:3]=2)[CH:20]=[CH:21][CH:22]=1. The reactants are I[C:2]1[CH:7]=[CH:6][C:5]([C:8]2[CH:13]=[CH:12][C:11](I)=[CH:10][CH:9]=2)=[CH:4][CH:3]=1.[CH3:15][C:16]1[CH:17]=[C:18]([CH:20]=[CH:21][CH:22]=1)[NH2:19].C(=O)([O-])[O-].[K+].[K+]. The yield is 0.170. (4) The reactants are Br[CH2:2][C:3](=O)[C:4]([O:6][CH2:7][CH3:8])=[O:5].[CH3:10][C:11]([CH3:16])([CH3:15])[C:12](=[S:14])[NH2:13]. The catalyst is C(O)C. The product is [C:11]([C:12]1[S:14][C:3]([C:4]([O:6][CH2:7][CH3:8])=[O:5])=[CH:2][N:13]=1)([CH3:16])([CH3:15])[CH3:10]. The yield is 0.550. (5) The product is [Br:1][C:2]1[CH:3]=[C:4]2[C:8](=[CH:9][CH:10]=1)[N:7]([C:16]([O:15][C:12]([CH3:14])([CH3:13])[CH3:11])=[O:17])[N:6]=[CH:5]2. The yield is 0.860. The reactants are [Br:1][C:2]1[CH:3]=[C:4]2[C:8](=[CH:9][CH:10]=1)[NH:7][N:6]=[CH:5]2.[CH3:11][C:12]([O:15][C:16](O[C:16]([O:15][C:12]([CH3:14])([CH3:13])[CH3:11])=[O:17])=[O:17])([CH3:14])[CH3:13].C(N(CC)CC)C. The catalyst is C(#N)C.CN(C)C1C=CN=CC=1. (6) The reactants are [F:1][C:2]1[CH:7]=[C:6]([I:8])[CH:5]=[CH:4][C:3]=1[NH:9][C:10]1[C:15]([C:16]([OH:18])=O)=[CH:14][N:13]=[C:12]2[N:19]([CH2:22][C:23]3[CH:28]=[CH:27][C:26]([O:29][CH3:30])=[CH:25][CH:24]=3)[N:20]=[CH:21][C:11]=12.C1C=CC2N(O)N=NC=2C=1.CCN=C=NCCCN(C)C.Cl.[NH2:53][O:54][CH2:55][C@@H:56]([OH:58])[CH3:57].CCN(C(C)C)C(C)C. The catalyst is CN(C=O)C.O. The product is [OH:58][C@@H:56]([CH3:57])[CH2:55][O:54][NH:53][C:16]([C:15]1[C:10]([NH:9][C:3]2[CH:4]=[CH:5][C:6]([I:8])=[CH:7][C:2]=2[F:1])=[C:11]2[CH:21]=[N:20][N:19]([CH2:22][C:23]3[CH:24]=[CH:25][C:26]([O:29][CH3:30])=[CH:27][CH:28]=3)[C:12]2=[N:13][CH:14]=1)=[O:18]. The yield is 0.600. (7) The reactants are C(=NO)C1C(=CC=CC=1)O.C([O-])([O-])=O.[Cs+].[Cs+].[NH:17]1[C:21]([C:22]2[C:27](=[O:28])[CH:26]=[CH:25][N:24]([C:29]3[CH:34]=[CH:33][CH:32]=[C:31]([C:35]([F:38])([F:37])[F:36])[CH:30]=3)[N:23]=2)=[CH:20][CH:19]=[N:18]1.I[C:40]1[S:41][CH:42]=[CH:43][CH:44]=1. The catalyst is CC#N.CCOC(C)=O.O.[Cu-]=O. The product is [S:41]1[CH:42]=[CH:43][CH:44]=[C:40]1[N:17]1[C:21]([C:22]2[C:27](=[O:28])[CH:26]=[CH:25][N:24]([C:29]3[CH:34]=[CH:33][CH:32]=[C:31]([C:35]([F:37])([F:36])[F:38])[CH:30]=3)[N:23]=2)=[CH:20][CH:19]=[N:18]1. The yield is 0.0300. (8) The reactants are O.[OH-].[Li+].C[O:5][C:6]([C:8]1[CH:9]=[C:10]2[C:14](=[C:15]([C:17]3[S:21][C:20]4[CH:22]=[CH:23][CH:24]=[CH:25][C:19]=4[CH:18]=3)[CH:16]=1)[NH:13][N:12]=[CH:11]2)=[O:7]. The catalyst is O1CCOCC1.O. The product is [S:21]1[C:17]([C:15]2[CH:16]=[C:8]([C:6]([OH:7])=[O:5])[CH:9]=[C:10]3[C:14]=2[NH:13][N:12]=[CH:11]3)=[CH:18][C:19]2[CH:25]=[CH:24][CH:23]=[CH:22][C:20]1=2. The yield is 1.00.